From a dataset of Catalyst prediction with 721,799 reactions and 888 catalyst types from USPTO. Predict which catalyst facilitates the given reaction. (1) The catalyst class is: 23. Reactant: [CH2:1]([S:3]([C:6]1[CH:11]=[CH:10][C:9]([C@@H:12]([NH2:16])[CH2:13][O:14][CH3:15])=[CH:8][CH:7]=1)(=[O:5])=[O:4])[CH3:2].N[C@H](C1C=CC(SCC)=CC=1)COC[C:22]([O:24][CH2:25]C)=[O:23].[ClH:36].O. Product: [ClH:36].[NH2:16][C@H:12]([C:9]1[CH:10]=[CH:11][C:6]([S:3]([CH2:1][CH3:2])(=[O:5])=[O:4])=[CH:7][CH:8]=1)[CH2:13][O:14][CH2:15][C:22]([O:24][CH3:25])=[O:23]. (2) Reactant: [CH2:1]([O:8][C:9]([NH:11][C@H:12]([C:16]([OH:18])=[O:17])[CH:13]([CH3:15])[CH3:14])=[O:10])[C:2]1[CH:7]=[CH:6][CH:5]=[CH:4][CH:3]=1.[CH2:19]=O. Product: [CH2:1]([O:8][C:9]([N:11]1[C@@H:12]([CH:13]([CH3:15])[CH3:14])[C:16](=[O:18])[O:17][CH2:19]1)=[O:10])[C:2]1[CH:3]=[CH:4][CH:5]=[CH:6][CH:7]=1. The catalyst class is: 743. (3) Reactant: Cl[CH2:2][C:3]1[CH:8]=[CH:7][C:6]([CH2:9][NH:10][C:11](=[O:13])[CH3:12])=[CH:5][CH:4]=1.[N:14]1[CH:19]=[CH:18][CH:17]=[CH:16][C:15]=1[N:20]1[CH2:25][CH2:24][NH:23][CH2:22][CH2:21]1.C(=O)([O-])[O-].[K+].[K+].O. Product: [N:14]1[CH:19]=[CH:18][CH:17]=[CH:16][C:15]=1[N:20]1[CH2:21][CH2:22][N:23]([CH2:2][C:3]2[CH:8]=[CH:7][C:6]([CH2:9][NH:10][C:11](=[O:13])[CH3:12])=[CH:5][CH:4]=2)[CH2:24][CH2:25]1. The catalyst class is: 9. (4) Reactant: [OH-:1].[Na+].[CH:3]([C:6]1[C:7]([O:39][CH2:40][O:41][CH3:42])=[CH:8][C:9]([O:35][CH2:36][O:37][CH3:38])=[C:10]([C:12]2[N:16]([C:17]3[CH:22]=[CH:21][C:20]([CH2:23][N:24]4[CH2:29][CH2:28][N:27]([CH3:30])[CH2:26][CH2:25]4)=[CH:19][CH:18]=3)[C:15](S(C)(=O)=O)=[N:14][N:13]=2)[CH:11]=1)([CH3:5])[CH3:4]. Product: [CH:3]([C:6]1[C:7]([O:39][CH2:40][O:41][CH3:42])=[CH:8][C:9]([O:35][CH2:36][O:37][CH3:38])=[C:10]([C:12]2[N:16]([C:17]3[CH:22]=[CH:21][C:20]([CH2:23][N:24]4[CH2:29][CH2:28][N:27]([CH3:30])[CH2:26][CH2:25]4)=[CH:19][CH:18]=3)[C:15](=[O:1])[NH:14][N:13]=2)[CH:11]=1)([CH3:5])[CH3:4]. The catalyst class is: 16. (5) Reactant: [CH2:1]([C:3]1([CH2:18][C:19]([OH:21])=[O:20])[C:8]2[NH:9][C:10]3[C:15]([C:7]=2[CH2:6][CH2:5][O:4]1)=[CH:14][CH:13]=[CH:12][C:11]=3[CH2:16][CH3:17])[CH3:2].[H-].[Na+].[CH2:24](Br)[C:25]1[CH:30]=[CH:29][CH:28]=[CH:27][CH:26]=1. Product: [CH2:24]([N:9]1[C:10]2[C:15](=[CH:14][CH:13]=[CH:12][C:11]=2[CH2:16][CH3:17])[C:7]2[CH2:6][CH2:5][O:4][C:3]([CH2:18][C:19]([OH:21])=[O:20])([CH2:1][CH3:2])[C:8]1=2)[C:25]1[CH:30]=[CH:29][CH:28]=[CH:27][CH:26]=1. The catalyst class is: 7. (6) Reactant: [CH3:1][C:2]([C:13]1[CH:18]=[CH:17][C:16]([N:19]2[CH2:24][CH2:23][N:22]([CH3:25])[CH2:21][CH2:20]2)=[CH:15][CH:14]=1)(C(OCC)=O)[C:3]([O:5]CC)=[O:4]. Product: [CH3:25][N:22]1[CH2:21][CH2:20][N:19]([C:16]2[CH:15]=[CH:14][C:13]([CH:2]([CH3:1])[C:3]([OH:5])=[O:4])=[CH:18][CH:17]=2)[CH2:24][CH2:23]1. The catalyst class is: 33. (7) Reactant: [CH3:1][NH:2][C:3]([C:5]1[N:6]=[CH:7][C:8]2[N:9]([C:11]([C:14]3[CH:19]=[CH:18][C:17]([C:20]([F:23])([F:22])[F:21])=[CH:16][CH:15]=3)=[CH:12][N:13]=2)[CH:10]=1)=[O:4].Br[C:25]1[CH:32]=[CH:31][C:28]([C:29]#[N:30])=[CH:27][CH:26]=1.C(=O)([O-])[O-].[Cs+].[Cs+].CC1(C)C2C(=C(P(C3C=CC=CC=3)C3C=CC=CC=3)C=CC=2)OC2C(P(C3C=CC=CC=3)C3C=CC=CC=3)=CC=CC1=2. Product: [C:29]([C:28]1[CH:31]=[CH:32][C:25]([N:2]([CH3:1])[C:3]([C:5]2[N:6]=[CH:7][C:8]3[N:9]([C:11]([C:14]4[CH:15]=[CH:16][C:17]([C:20]([F:23])([F:22])[F:21])=[CH:18][CH:19]=4)=[CH:12][N:13]=3)[CH:10]=2)=[O:4])=[CH:26][CH:27]=1)#[N:30]. The catalyst class is: 102.